Task: Regression. Given two drug SMILES strings and cell line genomic features, predict the synergy score measuring deviation from expected non-interaction effect.. Dataset: NCI-60 drug combinations with 297,098 pairs across 59 cell lines (1) Drug 1: C1CC(=O)NC(=O)C1N2CC3=C(C2=O)C=CC=C3N. Drug 2: C1=CN(C=N1)CC(O)(P(=O)(O)O)P(=O)(O)O. Cell line: SNB-19. Synergy scores: CSS=0.512, Synergy_ZIP=-1.18, Synergy_Bliss=-3.05, Synergy_Loewe=-2.53, Synergy_HSA=-3.55. (2) Drug 1: CCCCCOC(=O)NC1=NC(=O)N(C=C1F)C2C(C(C(O2)C)O)O. Drug 2: C1CN(CCN1C(=O)CCBr)C(=O)CCBr. Cell line: NCI/ADR-RES. Synergy scores: CSS=15.8, Synergy_ZIP=-3.01, Synergy_Bliss=-1.06, Synergy_Loewe=-12.1, Synergy_HSA=-4.41. (3) Drug 2: CC(C)(C#N)C1=CC(=CC(=C1)CN2C=NC=N2)C(C)(C)C#N. Drug 1: C1=NC(=NC(=O)N1C2C(C(C(O2)CO)O)O)N. Cell line: UO-31. Synergy scores: CSS=3.58, Synergy_ZIP=-0.849, Synergy_Bliss=1.99, Synergy_Loewe=1.12, Synergy_HSA=1.25.